From a dataset of Forward reaction prediction with 1.9M reactions from USPTO patents (1976-2016). Predict the product of the given reaction. (1) Given the reactants [CH3:1][O:2][C:3]1[CH:8]=[CH:7][C:6]([O:9][C:10](Cl)=[O:11])=[CH:5][CH:4]=1.[NH2:13][C:14]1[CH:15]=[C:16]([C:20]2[C:24]([Br:25])=[CH:23][N:22]([CH3:26])[N:21]=2)[CH:17]=[CH:18][CH:19]=1.C(N(CC)CC)C, predict the reaction product. The product is: [Br:25][C:24]1[C:20]([C:16]2[CH:15]=[C:14]([NH:13][C:10]([O:9][C:6]3[CH:7]=[CH:8][C:3]([O:2][CH3:1])=[CH:4][CH:5]=3)=[O:11])[CH:19]=[CH:18][CH:17]=2)=[N:21][N:22]([CH3:26])[CH:23]=1. (2) Given the reactants [Br:1][C:2]1[N:11]=[C:10]([C:12]#[N:13])[C:9]([OH:14])=[C:8]2[C:3]=1[CH:4]=[CH:5][CH:6]=[N:7]2.[C:15]1([CH2:21][C:22]([NH:24][NH2:25])=O)[CH:20]=[CH:19][CH:18]=[CH:17][CH:16]=1, predict the reaction product. The product is: [CH2:21]([C:22]1[NH:13][C:12]([C:10]2[C:9]([OH:14])=[C:8]3[C:3]([CH:4]=[CH:5][CH:6]=[N:7]3)=[C:2]([Br:1])[N:11]=2)=[N:25][N:24]=1)[C:15]1[CH:20]=[CH:19][CH:18]=[CH:17][CH:16]=1. (3) Given the reactants [CH3:1][O:2][C:3]1[CH:8]=[CH:7][C:6]([S:9](Cl)(=[O:11])=[O:10])=[CH:5][CH:4]=1.C(N(CC)CC)C.[CH3:20][CH:21]1[C:30]2[CH:29]=[CH:28][CH:27]=[CH:26][C:25]=2[C:24]2[S:31][CH:32]=[CH:33][C:23]=2[NH:22]1, predict the reaction product. The product is: [CH3:1][O:2][C:3]1[CH:8]=[CH:7][C:6]([S:9]([N:22]2[C:23]3[CH:33]=[CH:32][S:31][C:24]=3[C:25]3[CH:26]=[CH:27][CH:28]=[CH:29][C:30]=3[CH:21]2[CH3:20])(=[O:11])=[O:10])=[CH:5][CH:4]=1. (4) Given the reactants Br[CH2:2][C:3]1[N:8]=[C:7]([C:9]([O:11][CH3:12])=[O:10])[CH:6]=[CH:5][CH:4]=1.[F:13][C:14]1[CH:15]=[C:16](B(O)O)[CH:17]=[CH:18][CH:19]=1.C(=O)([O-])[O-].[Na+].[Na+].O, predict the reaction product. The product is: [F:13][C:14]1[CH:19]=[C:18]([CH:17]=[CH:16][CH:15]=1)[CH2:2][C:3]1[N:8]=[C:7]([C:9]([O:11][CH3:12])=[O:10])[CH:6]=[CH:5][CH:4]=1. (5) Given the reactants Cl[C:2]1[C:3]2[C:16]3[CH2:17][CH2:18][CH2:19][CH2:20][C:15]=3[S:14][C:4]=2[N:5]=[C:6]([CH2:8][C:9]([O:11][CH2:12][CH3:13])=[O:10])[N:7]=1.[CH3:21][NH:22][CH:23]1[CH2:25][CH2:24]1.C(N(CC)CC)C, predict the reaction product. The product is: [CH:23]1([N:22]([CH3:21])[C:2]2[C:3]3[C:16]4[CH2:17][CH2:18][CH2:19][CH2:20][C:15]=4[S:14][C:4]=3[N:5]=[C:6]([CH2:8][C:9]([O:11][CH2:12][CH3:13])=[O:10])[N:7]=2)[CH2:25][CH2:24]1. (6) Given the reactants Br[C:2]1[CH:3]=[C:4]([CH:34]=[CH:35][CH:36]=1)[CH2:5][N:6]([C@@H:24]1[C:33]2[C:28](=[CH:29][CH:30]=[CH:31][CH:32]=2)[CH2:27][CH2:26][CH2:25]1)[C:7]([C:9]1[CH:14]=[C:13]([C:15]([OH:17])=[O:16])[C:12]([C:18]([OH:20])=[O:19])=[CH:11][C:10]=1[C:21]([OH:23])=[O:22])=[O:8].[CH3:37][O:38][C:39]1[CH:44]=[CH:43][CH:42]=[CH:41][C:40]=1B(O)O, predict the reaction product. The product is: [CH3:37][O:38][C:39]1[CH:44]=[CH:43][CH:42]=[CH:41][C:40]=1[C:2]1[CH:36]=[CH:35][CH:34]=[C:4]([CH2:5][N:6]([C@@H:24]2[C:33]3[C:28](=[CH:29][CH:30]=[CH:31][CH:32]=3)[CH2:27][CH2:26][CH2:25]2)[C:7]([C:9]2[CH:14]=[C:13]([C:15]([OH:17])=[O:16])[C:12]([C:18]([OH:20])=[O:19])=[CH:11][C:10]=2[C:21]([OH:23])=[O:22])=[O:8])[CH:3]=1. (7) Given the reactants [NH2:1][C:2](=[O:18])[C@H:3]([NH:10]C(=O)OC(C)(C)C)[C:4]1[CH:9]=[CH:8][CH:7]=[CH:6][CH:5]=1.[ClH:19], predict the reaction product. The product is: [ClH:19].[NH2:10][C@H:3]([C:4]1[CH:9]=[CH:8][CH:7]=[CH:6][CH:5]=1)[C:2]([NH2:1])=[O:18]. (8) The product is: [Br:9][C:4]1[C:5]([Br:8])=[C:6]([Br:7])[N:2]([O:1][C:16]([N:10]2[CH2:15][CH2:14][O:13][CH2:12][CH2:11]2)=[O:17])[N:3]=1. Given the reactants [OH:1][N:2]1[C:6]([Br:7])=[C:5]([Br:8])[C:4]([Br:9])=[N:3]1.[N:10]1([C:16](Cl)=[O:17])[CH2:15][CH2:14][O:13][CH2:12][CH2:11]1, predict the reaction product. (9) The product is: [CH2:1]([O:8][C:9]([N:11]1[CH2:15][CH:14]2[CH:16]([OH:20])[CH:17]([F:19])[CH2:18][CH:13]2[CH2:12]1)=[O:10])[C:2]1[CH:3]=[CH:4][CH:5]=[CH:6][CH:7]=1. Given the reactants [CH2:1]([O:8][C:9]([N:11]1[CH2:15][CH:14]2[CH:16]([O:20]C(=O)C3C=CC=CC=3)[CH:17]([F:19])[CH2:18][CH:13]2[CH2:12]1)=[O:10])[C:2]1[CH:7]=[CH:6][CH:5]=[CH:4][CH:3]=1.C[O-].[Na+].[Cl-].[NH4+], predict the reaction product. (10) Given the reactants [C:1]([O:5][C:6]([CH:8]1[CH:12]([C:13]2[CH:18]=[CH:17][CH:16]=[C:15]([Cl:19])[C:14]=2[F:20])[C:11]([C:23]2[CH:28]=[CH:27][C:26]([Cl:29])=[CH:25][C:24]=2[F:30])([C:21]#[N:22])[CH:10]([CH2:31][C:32]([CH3:35])([CH3:34])[CH3:33])[NH:9]1)=[O:7])([CH3:4])([CH3:3])[CH3:2].[Si:36]([O:43][CH2:44][CH:45]=O)([C:39]([CH3:42])([CH3:41])[CH3:40])([CH3:38])[CH3:37].C(O[BH-](OC(=O)C)OC(=O)C)(=O)C.[Na+], predict the reaction product. The product is: [C:1]([O:5][C:6]([CH:8]1[CH:12]([C:13]2[CH:18]=[CH:17][CH:16]=[C:15]([Cl:19])[C:14]=2[F:20])[C:11]([C:23]2[CH:28]=[CH:27][C:26]([Cl:29])=[CH:25][C:24]=2[F:30])([C:21]#[N:22])[CH:10]([CH2:31][C:32]([CH3:35])([CH3:34])[CH3:33])[N:9]1[CH2:45][CH2:44][O:43][Si:36]([C:39]([CH3:42])([CH3:41])[CH3:40])([CH3:38])[CH3:37])=[O:7])([CH3:4])([CH3:3])[CH3:2].